This data is from Full USPTO retrosynthesis dataset with 1.9M reactions from patents (1976-2016). The task is: Predict the reactants needed to synthesize the given product. (1) Given the product [ClH:21].[CH3:1][N:2]([CH3:20])[C@H:3]1[CH2:7][CH2:6][N:5]([C:8]2[CH:9]=[CH:10][C:11]3[N:17]4[CH2:18][C@H:14]([CH2:15][CH2:16]4)[N:13]([C:25]([NH:40][C:41]4[CH:42]=[N:43][CH:44]=[CH:45][CH:46]=4)=[O:31])[C:12]=3[N:19]=2)[CH2:4]1, predict the reactants needed to synthesize it. The reactants are: [CH3:1][N:2]([CH3:20])[C@H:3]1[CH2:7][CH2:6][N:5]([C:8]2[CH:9]=[CH:10][C:11]3[N:17]4[CH2:18][C@H:14]([CH2:15][CH2:16]4)[NH:13][C:12]=3[N:19]=2)[CH2:4]1.[Cl:21]C(Cl)(O[C:25](=[O:31])OC(Cl)(Cl)Cl)Cl.C(N(CC)CC)C.[NH2:40][C:41]1[CH:42]=[N:43][CH:44]=[CH:45][CH:46]=1. (2) Given the product [CH3:1][O:2][C@@H:3]1[O:27][C@H:26]([CH2:28][O:29][CH2:30][C:31]2[CH:36]=[CH:35][C:34]([Cl:37])=[CH:33][C:32]=2[Cl:38])[C@@H:15]([O:16][CH2:17][C:18]2[CH:23]=[CH:22][C:21]([Cl:24])=[CH:20][C:19]=2[Cl:25])[C@H:4]1[OH:5], predict the reactants needed to synthesize it. The reactants are: [CH3:1][O:2][C@@H:3]1[O:27][C@H:26]([CH2:28][O:29][CH2:30][C:31]2[CH:36]=[CH:35][C:34]([Cl:37])=[CH:33][C:32]=2[Cl:38])[C@@H:15]([O:16][CH2:17][C:18]2[CH:23]=[CH:22][C:21]([Cl:24])=[CH:20][C:19]=2[Cl:25])[C@H:4]1[O:5]CC1C=CC(Cl)=CC=1Cl.Cl[Sn](Cl)(Cl)Cl. (3) Given the product [CH3:1][O:2][C:3]1[CH:8]=[CH:7][CH:6]=[CH:5][C:4]=1[C:9]1[CH:14]=[CH:13][CH:12]=[C:11]([C:15](=[S:52])[NH:17][C:18]2[CH:23]=[CH:22][C:21]([C:24]3[N:28]=[CH:27][N:26]([C:29]4[CH:34]=[CH:33][C:32]([O:35][C:36]([F:42])([F:41])[C:37]([F:40])([F:39])[F:38])=[CH:31][CH:30]=4)[N:25]=3)=[CH:20][CH:19]=2)[CH:10]=1, predict the reactants needed to synthesize it. The reactants are: [CH3:1][O:2][C:3]1[CH:8]=[CH:7][CH:6]=[CH:5][C:4]=1[C:9]1[CH:14]=[CH:13][CH:12]=[C:11]([C:15]([NH:17][C:18]2[CH:23]=[CH:22][C:21]([C:24]3[N:28]=[CH:27][N:26]([C:29]4[CH:34]=[CH:33][C:32]([O:35][C:36]([F:42])([F:41])[C:37]([F:40])([F:39])[F:38])=[CH:31][CH:30]=4)[N:25]=3)=[CH:20][CH:19]=2)=O)[CH:10]=1.COC1C=CC(P2(=S)SP(=S)(C3C=CC(OC)=CC=3)[S:52]2)=CC=1. (4) Given the product [Cl:36][C:27]1[C:28]([C:32]([F:33])([F:34])[F:35])=[CH:29][CH:30]=[CH:31][C:26]=1[CH2:25][N:13]1[C:14](=[O:22])[C:15]([C:17]([O:19][CH2:20][CH3:21])=[O:18])=[CH:16][N:11]([C:9]2[CH:8]=[CH:7][C:6]3[N:2]([CH3:1])[N:3]=[N:4][C:5]=3[CH:10]=2)[C:12]1=[O:23], predict the reactants needed to synthesize it. The reactants are: [CH3:1][N:2]1[C:6]2[CH:7]=[CH:8][C:9]([N:11]3[CH:16]=[C:15]([C:17]([O:19][CH2:20][CH3:21])=[O:18])[C:14](=[O:22])[NH:13][C:12]3=[O:23])=[CH:10][C:5]=2[N:4]=[N:3]1.Br[CH2:25][C:26]1[CH:31]=[CH:30][CH:29]=[C:28]([C:32]([F:35])([F:34])[F:33])[C:27]=1[Cl:36].C(=O)([O-])[O-].[K+].[K+].[I-].[K+].